From a dataset of Catalyst prediction with 721,799 reactions and 888 catalyst types from USPTO. Predict which catalyst facilitates the given reaction. Reactant: [Cl-:1].CN(C=O)C.[C:7]([OH:15])(=O)[C:8]1[CH:13]=[CH:12][CH:11]=[N:10][CH:9]=1. Product: [C:7]([Cl:1])(=[O:15])[C:8]1[CH:13]=[CH:12][CH:11]=[N:10][CH:9]=1. The catalyst class is: 2.